This data is from Forward reaction prediction with 1.9M reactions from USPTO patents (1976-2016). The task is: Predict the product of the given reaction. Given the reactants [CH:1]1([OH:13])[CH2:12][CH2:11][CH2:10][CH:9]=[CH:8][CH2:7][CH2:6][CH:5]=[CH:4][CH2:3][CH2:2]1.[CH2:14]([O:16][CH2:17]OCC)[CH3:15].[Br-].[Li+].O.C1(C)C(S(O)(=O)=O)=CC=CC=1, predict the reaction product. The product is: [CH2:14]([O:16][CH2:17][O:13][CH:1]1[CH2:12][CH2:11][CH2:10][CH:9]=[CH:8][CH2:7][CH2:6][CH:5]=[CH:4][CH2:3][CH2:2]1)[CH3:15].